This data is from Reaction yield outcomes from USPTO patents with 853,638 reactions. The task is: Predict the reaction yield, written as a fraction of the theoretical maximum amount of product (1.0 means a 100% yield; for example, 0.34 means a 34% yield). (1) The reactants are [Cl:1][C:2]1[CH:3]=[C:4]2[C:9](=[CH:10][C:11]=1[Cl:12])[CH:8]=[N:7][C:6]([NH2:13])=[CH:5]2.[Cl:14][C:15]1[C:24]([Cl:25])=[CH:23][CH:22]=[C:21]2[C:16]=1[CH:17]=[C:18]([NH2:26])[N:19]=[CH:20]2.[C:27](N1C=CC=CC1=O)(N1C=CC=CC1=O)=[S:28]. The catalyst is ClCCl. The product is [Cl:1][C:2]1[CH:3]=[C:4]2[C:9](=[CH:10][C:11]=1[Cl:12])[CH:8]=[N:7][C:6]([N:13]=[C:27]=[S:28])=[CH:5]2.[Cl:14][C:15]1[C:24]([Cl:25])=[CH:23][CH:22]=[C:21]2[C:16]=1[CH:17]=[C:18]([N:26]=[C:27]=[S:28])[N:19]=[CH:20]2. The yield is 0.407. (2) The reactants are [F:1][C:2]1[CH:7]=[CH:6][CH:5]=[CH:4][C:3]=1[CH2:8][NH:9][C:10]1[CH:15]=[CH:14][C:13]([C:16]2[CH2:17][CH2:18][C@@H:19]([C:21]([O:23][CH3:24])=[O:22])[N:20]=2)=[CH:12][CH:11]=1.[H][H]. The catalyst is C(OCC)(=O)C. The product is [F:1][C:2]1[CH:7]=[CH:6][CH:5]=[CH:4][C:3]=1[CH2:8][NH:9][C:10]1[CH:15]=[CH:14][C:13]([C@@H:16]2[NH:20][C@H:19]([C:21]([O:23][CH3:24])=[O:22])[CH2:18][CH2:17]2)=[CH:12][CH:11]=1. The yield is 0.920. (3) The yield is 0.951. The catalyst is CO. The reactants are [C:1]([O:5][C:6]([NH:8][CH2:9][C:10]([C:12]1[CH:17]=[CH:16][CH:15]=[CH:14][CH:13]=1)=O)=[O:7])([CH3:4])([CH3:3])[CH3:2].Cl.[NH2:19][NH:20][C:21]([NH2:23])=[S:22].O. The product is [C:1]([O:5][C:6]([NH:8][CH2:9][C:10](=[N:19][NH:20][C:21]([NH2:23])=[S:22])[C:12]1[CH:17]=[CH:16][CH:15]=[CH:14][CH:13]=1)=[O:7])([CH3:4])([CH3:3])[CH3:2]. (4) The reactants are [NH2:1][C:2]1[CH:18]=[CH:17][C:5]([CH2:6][NH:7][C:8](=[O:16])[NH:9][CH2:10][C:11]([O:13]CC)=[O:12])=[CH:4]C=1C.[Li+].[OH-:21]. The catalyst is CO.O. The product is [C:5]([O:21][C:8]([NH:7][C:2]1[N:1]=[CH:4][C:5]([CH2:6][NH:7][C:8](=[O:16])[NH:9][CH2:10][C:11]([OH:13])=[O:12])=[CH:17][CH:18]=1)=[O:16])([CH3:17])([CH3:6])[CH3:4]. The yield is 0.980. (5) The reactants are S(Cl)(Cl)=O.[Br:5][CH2:6][C@@:7]([OH:12])([CH3:11])[C:8](O)=[O:9].CCN(CC)CC.[NH2:20][C:21]1[CH:22]=[CH:23][C:24]([C:31]#[N:32])=[C:25]([C:27]([F:30])([F:29])[F:28])[CH:26]=1. The catalyst is C1COCC1.O. The product is [Br:5][CH2:6][C@@:7]([OH:12])([CH3:11])[C:8]([NH:20][C:21]1[CH:22]=[CH:23][C:24]([C:31]#[N:32])=[C:25]([C:27]([F:28])([F:29])[F:30])[CH:26]=1)=[O:9]. The yield is 0.739. (6) The reactants are [Cl:1][C:2]1[CH:22]=[CH:21][C:5]([CH2:6][NH:7][C:8]([C:10]2[C:11]([OH:20])=[C:12]3[CH:18]=[C:17]([I:19])[S:16][C:13]3=[N:14][CH:15]=2)=[O:9])=[CH:4][CH:3]=1.C([O-])([O-])=O.[K+].[K+].Br[CH:30]([CH3:32])[CH3:31]. The catalyst is CN(C=O)C. The product is [Cl:1][C:2]1[CH:3]=[CH:4][C:5]([CH2:6][NH:7][C:8]([C:10]2[C:11](=[O:20])[C:12]3[CH:18]=[C:17]([I:19])[S:16][C:13]=3[N:14]([CH:30]([CH3:32])[CH3:31])[CH:15]=2)=[O:9])=[CH:21][CH:22]=1. The yield is 0.390.